Dataset: Full USPTO retrosynthesis dataset with 1.9M reactions from patents (1976-2016). Task: Predict the reactants needed to synthesize the given product. Given the product [C:11]([C:9]1[CH:10]=[C:5]2[N:4]=[CH:3][C:2]([C:16]#[C:15][C:17]3[CH:22]=[CH:21][CH:20]=[C:19]([O:23][CH3:24])[CH:18]=3)=[CH:7][N:6]2[N:8]=1)([CH3:14])([CH3:13])[CH3:12], predict the reactants needed to synthesize it. The reactants are: Br[C:2]1[CH:3]=[N:4][C:5]2[N:6]([N:8]=[C:9]([C:11]([CH3:14])([CH3:13])[CH3:12])[CH:10]=2)[CH:7]=1.[C:15]([C:17]1[CH:22]=[CH:21][CH:20]=[C:19]([O:23][CH3:24])[CH:18]=1)#[CH:16].